From a dataset of Full USPTO retrosynthesis dataset with 1.9M reactions from patents (1976-2016). Predict the reactants needed to synthesize the given product. Given the product [ClH:30].[CH:1]1[C:14]2[C:5](=[CH:6][C:7]3[C:12]([C:13]=2[CH2:15][N:16]([CH2:28][CH3:29])[CH2:17][CH2:18][CH2:19][NH:20][CH2:21][CH2:22][CH2:23][NH:24][C:25](=[O:27])[CH3:26])=[CH:11][CH:10]=[CH:9][CH:8]=3)[CH:4]=[CH:3][CH:2]=1, predict the reactants needed to synthesize it. The reactants are: [CH:1]1[C:14]2[C:5](=[CH:6][C:7]3[C:12]([C:13]=2[CH2:15][N:16]([CH2:28][CH3:29])[CH2:17][CH2:18][CH2:19][NH:20][CH2:21][CH2:22][CH2:23][NH:24][C:25](=[O:27])[CH3:26])=[CH:11][CH:10]=[CH:9][CH:8]=3)[CH:4]=[CH:3][CH:2]=1.[ClH:30].